From a dataset of Full USPTO retrosynthesis dataset with 1.9M reactions from patents (1976-2016). Predict the reactants needed to synthesize the given product. Given the product [NH:7]1[C:17](=[O:16])[CH:18]=[N:8][C:2]2[N:1]=[CH:6][CH:5]=[CH:4][C:3]1=2, predict the reactants needed to synthesize it. The reactants are: [N:1]1[CH:6]=[CH:5][CH:4]=[C:3]([NH2:7])[C:2]=1[NH2:8].C1(C)C=CC=CC=1.[O:16]=[CH:17][C:18](OCC)=O.C(OCC)C.